Task: Predict the product of the given reaction.. Dataset: Forward reaction prediction with 1.9M reactions from USPTO patents (1976-2016) (1) Given the reactants [H-].[Al+3].[Li+].[H-].[H-].[H-].[CH2:7]([N:14]1[CH2:18][C@H:17]([C:19]2([NH:22][C:23]([O:25][C:26]([CH3:29])([CH3:28])[CH3:27])=[O:24])[CH2:21][CH2:20]2)[C@H:16]([C:30](OCC)=[O:31])[CH2:15]1)[C:8]1[CH:13]=[CH:12][CH:11]=[CH:10][CH:9]=1.O, predict the reaction product. The product is: [CH2:7]([N:14]1[CH2:18][C@H:17]([C:19]2([NH:22][C:23]([O:25][C:26]([CH3:27])([CH3:28])[CH3:29])=[O:24])[CH2:20][CH2:21]2)[C@H:16]([CH2:30][OH:31])[CH2:15]1)[C:8]1[CH:9]=[CH:10][CH:11]=[CH:12][CH:13]=1. (2) Given the reactants [CH3:1][O:2][C:3]1[CH:4]=[C:5]2[C:10](=[CH:11][C:12]=1[O:13][CH3:14])[N:9]=[CH:8][CH:7]=[C:6]2[O:15][C:16]1[CH:22]=[CH:21][C:19]([NH2:20])=[CH:18][C:17]=1[F:23].[CH2:24]([O:26][C:27]1[C:28]([C:41](Cl)=[O:42])=[N:29][N:30]([C:32]2[CH:37]=[CH:36][C:35]([O:38][CH3:39])=[CH:34][C:33]=2[CH3:40])[CH:31]=1)[CH3:25], predict the reaction product. The product is: [CH3:1][O:2][C:3]1[CH:4]=[C:5]2[C:10](=[CH:11][C:12]=1[O:13][CH3:14])[N:9]=[CH:8][CH:7]=[C:6]2[O:15][C:16]1[CH:22]=[CH:21][C:19]([NH:20][C:41]([C:28]2[C:27]([O:26][CH2:24][CH3:25])=[CH:31][N:30]([C:32]3[CH:37]=[CH:36][C:35]([O:38][CH3:39])=[CH:34][C:33]=3[CH3:40])[N:29]=2)=[O:42])=[CH:18][C:17]=1[F:23]. (3) Given the reactants [H-].[Na+].[C:3]([O:10][C:11]([CH3:14])([CH3:13])[CH3:12])(=[O:9])[CH2:4][C:5]([O:7][CH3:8])=[O:6].Cl[C:16]1[CH:17]=[CH:18][C:19]([N+:27]([O-:29])=[O:28])=[C:20]([CH:26]=1)[C:21]([N:23]([CH3:25])[CH3:24])=[O:22].O, predict the reaction product. The product is: [CH3:8][O:7][C:5](=[O:6])[CH:4]([C:16]1[CH:17]=[CH:18][C:19]([N+:27]([O-:29])=[O:28])=[C:20]([C:21](=[O:22])[N:23]([CH3:24])[CH3:25])[CH:26]=1)[C:3]([O:10][C:11]([CH3:14])([CH3:13])[CH3:12])=[O:9]. (4) Given the reactants [CH3:1][CH2:2]I.[C:4]([O:8][C:9]([NH:11][CH2:12][C:13](=[C:15]1[CH2:20][CH2:19][CH2:18][N:17]([C:21]2[C:30]([O:31][CH3:32])=[C:29]3[C:24]([C:25](=[O:39])[C:26]([C:36]([OH:38])=[O:37])=[CH:27][N:28]3[CH:33]3[CH2:35][CH2:34]3)=[CH:23][C:22]=2[F:40])[CH2:16]1)[F:14])=[O:10])([CH3:7])([CH3:6])[CH3:5].C([O-])([O-])=O.[Cs+].[Cs+], predict the reaction product. The product is: [CH2:1]([O:37][C:36]([C:26]1[C:25](=[O:39])[C:24]2[C:29](=[C:30]([O:31][CH3:32])[C:21]([N:17]3[CH2:18][CH2:19][CH2:20][C:15](=[C:13]([F:14])[CH2:12][NH:11][C:9]([O:8][C:4]([CH3:7])([CH3:5])[CH3:6])=[O:10])[CH2:16]3)=[C:22]([F:40])[CH:23]=2)[N:28]([CH:33]2[CH2:35][CH2:34]2)[CH:27]=1)=[O:38])[CH3:2].